From a dataset of CYP1A2 inhibition data for predicting drug metabolism from PubChem BioAssay. Regression/Classification. Given a drug SMILES string, predict its absorption, distribution, metabolism, or excretion properties. Task type varies by dataset: regression for continuous measurements (e.g., permeability, clearance, half-life) or binary classification for categorical outcomes (e.g., BBB penetration, CYP inhibition). Dataset: cyp1a2_veith. (1) The drug is Cn1cnc2c1c(=O)[nH]c(=O)n2C. The result is 0 (non-inhibitor). (2) The result is 0 (non-inhibitor). The compound is O=[N+]([O-])C(/C=C(\Cl)[N+](=O)[O-])=C1N(Cc2ccc(Cl)nc2)CCN1Cc1ccc(Cl)nc1. (3) The compound is C/C(CCN1CCCCc2nc(C)c(C)cc21)=N\O[C@@H](C)CN1CCCCc2nc(C)c(C)cc21. The result is 0 (non-inhibitor). (4) The drug is O=S(=O)(c1ccccc1)N1N=C(c2cccs2)CC1c1ccc(Br)cc1. The result is 0 (non-inhibitor). (5) The drug is O=C1OCC(c2ccccc2)=C1c1ccc(S(=O)(=O)N2CCOCC2)s1. The result is 1 (inhibitor). (6) The compound is COc1ccc(/C(O)=C2/C(=O)C(=O)N(Cc3cccnc3)C2c2ccco2)cc1OC. The result is 0 (non-inhibitor). (7) The drug is O=C1CSC2(CCN(CCCN3c4ccccc4Sc4ccc(Cl)cc43)CC2)N1. The result is 1 (inhibitor). (8) The drug is Cn1nnnc1SCC(=O)Nc1ccccc1[N+](=O)[O-]. The result is 1 (inhibitor). (9) The molecule is CC[C@H](Cc1c(I)cc(I)c(N)c1I)C(=O)O. The result is 1 (inhibitor).